Task: Predict the product of the given reaction.. Dataset: Forward reaction prediction with 1.9M reactions from USPTO patents (1976-2016) (1) The product is: [CH:24]1([N:7]2[CH:8]=[C:3]([O:2][CH3:1])[C:4](=[O:20])[C:5]([C:9]3[N:13]([C:14]4[CH:19]=[CH:18][CH:17]=[CH:16][CH:15]=4)[N:12]=[CH:11][CH:10]=3)=[N:6]2)[CH2:27][CH2:26][CH2:25]1. Given the reactants [CH3:1][O:2][C:3]1[C:4]([OH:20])=[C:5]([C:9]2[N:13]([C:14]3[CH:19]=[CH:18][CH:17]=[CH:16][CH:15]=3)[N:12]=[CH:11][CH:10]=2)[N:6]=[N:7][CH:8]=1.[H-].[Na+].Br[CH:24]1[CH2:27][CH2:26][CH2:25]1.CO, predict the reaction product. (2) Given the reactants [CH3:1][C:2]1([CH3:24])[CH2:6][CH:5]2[CH:7]([CH:16]=[CH:17][C:18]3[CH:23]=[CH:22][CH:21]=[CH:20][CH:19]=3)[C:8]([N+:13]([O-])=O)=[C:9]([CH3:12])[C:10]([CH3:11])=[C:4]2[O:3]1, predict the reaction product. The product is: [CH3:1][C:2]1([CH3:24])[CH2:6][CH:5]2[CH:7]([CH2:16][CH2:17][C:18]3[CH:19]=[CH:20][CH:21]=[CH:22][CH:23]=3)[C:8]([NH2:13])=[C:9]([CH3:12])[C:10]([CH3:11])=[C:4]2[O:3]1. (3) The product is: [CH3:1][O:2][C:3]1[CH:30]=[CH:29][CH:28]=[CH:27][C:4]=1[C:5]([C:7]1[CH:12]=[CH:11][C:10]([CH3:13])=[CH:9][C:8]=1[NH:14][C:15](=[O:26])[NH:16][C:17]1[S:18][CH:19]=[C:20]([CH2:22][C:23]([NH:35][CH2:34][CH2:33][O:32][CH3:31])=[O:25])[N:21]=1)=[O:6]. Given the reactants [CH3:1][O:2][C:3]1[CH:30]=[CH:29][CH:28]=[CH:27][C:4]=1[C:5]([C:7]1[CH:12]=[CH:11][C:10]([CH3:13])=[CH:9][C:8]=1[NH:14][C:15](=[O:26])[NH:16][C:17]1[S:18][CH:19]=[C:20]([CH2:22][C:23]([OH:25])=O)[N:21]=1)=[O:6].[CH3:31][O:32][CH2:33][CH2:34][NH2:35], predict the reaction product. (4) Given the reactants [CH2:1]([NH:3][C:4]([CH:6]1[C:14]2[C:9](=[CH:10][CH:11]=[CH:12][CH:13]=2)[CH2:8][NH:7]1)=[O:5])[CH3:2].[Cl:15][C:16]1[C:17]([OH:26])=[CH:18][C:19]([OH:25])=[C:20]([CH:24]=1)[C:21](O)=[O:22].CN1CCOCC1.Cl.CN(C)CCCN=C=NCC.ON1C2C=CC=CC=2N=N1, predict the reaction product. The product is: [Cl:15][C:16]1[C:17]([OH:26])=[CH:18][C:19]([OH:25])=[C:20]([CH:24]=1)[C:21]([N:7]1[CH2:8][C:9]2[C:14](=[CH:13][CH:12]=[CH:11][CH:10]=2)[CH:6]1[C:4]([NH:3][CH2:1][CH3:2])=[O:5])=[O:22]. (5) The product is: [CH:9]1[C:8]2[C:11]3[N:15]([CH:20]=[CH:21][C:7]=2[N:6]=[CH:5][N:10]=1)[C:14]1[C:13](=[CH:19][CH:18]=[CH:17][CH:16]=1)[N:12]=3. Given the reactants C([C:5]1[N:10]=[CH:9][C:8]([C:11]2[NH:12][C:13]3[CH:19]=[CH:18][CH:17]=[CH:16][C:14]=3[N:15]=2)=[CH:7][N:6]=1)(C)(C)C.[C:20]1(C2CC(C3C=CC=CC=3)=C(C3C=CC=CC=3)C=2C2C=CC=CC=2)C=CC=C[CH:21]=1, predict the reaction product.